From a dataset of Reaction yield outcomes from USPTO patents with 853,638 reactions. Predict the reaction yield, written as a fraction of the theoretical maximum amount of product (1.0 means a 100% yield; for example, 0.34 means a 34% yield). No catalyst specified. The product is [F:1][C:2]1[CH:7]=[CH:6][C:5]([CH2:8][C:9]2[CH:18]=[C:17]3[C:12]([C:13]([O-:28])=[C:14]([C:21]([NH:23][C@@H:24]([CH3:27])[CH2:25][OH:26])=[O:22])[C:15](=[O:20])[N:16]3[CH3:19])=[N:11][CH:10]=2)=[CH:4][CH:3]=1.[Na+:30]. The yield is 0.720. The reactants are [F:1][C:2]1[CH:7]=[CH:6][C:5]([CH2:8][C:9]2[CH:18]=[C:17]3[C:12]([C:13]([OH:28])=[C:14]([C:21]([NH:23][C@@H:24]([CH3:27])[CH2:25][OH:26])=[O:22])[C:15](=[O:20])[N:16]3[CH3:19])=[N:11][CH:10]=2)=[CH:4][CH:3]=1.[OH-].[Na+:30].